This data is from Experimentally validated miRNA-target interactions with 360,000+ pairs, plus equal number of negative samples. The task is: Binary Classification. Given a miRNA mature sequence and a target amino acid sequence, predict their likelihood of interaction. (1) The miRNA is hsa-miR-3909 with sequence UGUCCUCUAGGGCCUGCAGUCU. The protein sequence of the target gene is MPFNGEKQCVSEDQQSDSESSRFAEGVASLSDYECSRQSFTSDSSSKSSSPASTSPPRGLMFDDVMAAAKNLSDMTLAHEIAVNENFQLKQNALPENSLAGQVKRVVHQAFWDVLEADLSAEPPQYEYAIKLFEEIREILLSFLTPGGNRLHSQICEVLDIDLIRQQAEHSAVDIQGLANYVITTMGKICAPVRDEDIRELKATTNIVEMLRQIFRVLDLMRMDMMNFVIRNIRPHIQHHLVEYERNKFQEVVEETPNALSQTTEWLKESIDKELLSETDVAPAAEHSSTPSLSPLLVLN.... Result: 0 (no interaction). (2) The miRNA is hsa-miR-1306-5p with sequence CCACCUCCCCUGCAAACGUCCA. The protein sequence of the target gene is MDSDASLVSSRPSSPEPDDLFLPARSKGSSGSAFTGGTVSSSTPSDCPPELSAELRGAMGSAGAHPGDKLGGSGFKSSSSSTSSSTSSAAASSTKKDKKQMTEPELQQLRLKINSRERKRMHDLNIAMDGLREVMPYAHGPSVRKLSKIATLLLARNYILMLTNSLEEMKRLVSEIYGGHHAGFHPSACGGLAHSAPLPAATAHPAAAAHAAHHPAVHHPILPPAAAAAAAAAAAAAVSSASLPGSGLPSVGSIRPPHGLLKSPSAAAAAPLGGGGGGSGASGGFQHWGGMPCPCSMCQV.... Result: 0 (no interaction). (3) Result: 0 (no interaction). The miRNA is rno-miR-16-5p with sequence UAGCAGCACGUAAAUAUUGGCG. The protein sequence of the target gene is MSGSSGGATAPAASSGPAAAASAAGSGCGGGAGEGAEEAAKDLADIAAFFRSGFRKNDEMKAMDVLPILKEKVAYLSGGRDKRGGPILTFPARSNHDRIRQEDLRRLISYLACIPSEEVCKRGFTVIVDMRGSKWDSIKPLLKILQESFPCCIHIALIIKPDNFWQKQRTNFGSSKFEFETNMVSLEGLTKVVDPSQLTPEFDGCLEYNHEEWIEIRVAFEEYISNAAHMLSRLEELQDVLAKKELPQDLEGARNMIDEHSQLKKKVIKAPIEDLDLEGQKLLQRIQSSDSFPKKNSGSG.... (4) The miRNA is hsa-miR-6134 with sequence UGAGGUGGUAGGAUGUAGA. The protein sequence of the target gene is MAFSQVQCLDDNHVNWRSSESKPEFFYSEEQRLALEALVARGRDAFYEVLKRENIRDFLSELELKRILETIEVYDPGSEDPRGTGPSQGPEDNGVGDGEEASGADGVPIEAEPLPSLEYWPQKSDRSIPQLDLGWPDTIAYRGVTRASVYMQPPIDGQAHIKEVVRKMISQAQKVIAVVMDMFTDVDIFKDLLDAGFKRKVAVYIIVDESNVKYFLHMCERACMHLGHLKNLRVRSSGGTEFFTRSATKFKGALAQKFMFVDGDRAVCGSYSFTWSAARTDRNVISVLSGQVVEMFDRQF.... Result: 1 (interaction). (5) The miRNA is rno-miR-29a-3p with sequence UAGCACCAUCUGAAAUCGGUUA. The protein sequence of the target gene is MAENGESSGPPRPSRGPAAAQGSAAAPAEPKIIKVTVKTPKEKEEFAVPENSSVQQFKEAISKRFKSQTDQLVLIFAGKILKDQDTLIQHGIHDGLTVHLVIKSQNRPQGQSTQPSNAAGTNTTSASTPRSNSTPISTNSNPFGLGSLGGLAGLSSLGLSSTNFSELQSQMQQQLMASPEMMIQIMENPFVQSMLSNPDLMRQLIMANPQMQQLIQRNPEISHLLNNPDIMRQTLEIARNPAMMQEMMRNQDLALSNLESIPGGYNALRRMYTDIQEPMLNAAQEQFGGNPFASVGSSSS.... Result: 0 (no interaction).